From a dataset of Forward reaction prediction with 1.9M reactions from USPTO patents (1976-2016). Predict the product of the given reaction. (1) Given the reactants [CH3:1][O:2][C:3]1[CH:4]=[C:5]([NH:13][C:14](=[O:22])OC2C=CC=CC=2)[CH:6]=[CH:7][C:8]=1[C:9]([F:12])([F:11])[F:10].[CH3:23][O:24][C:25]1[CH:26]=[C:27]2[C:32](=[CH:33][C:34]=1[O:35][CH2:36][CH2:37][O:38][CH3:39])[N:31]=[CH:30][N:29]=[C:28]2[S:40][C:41]1[CH:42]=[C:43]([CH:45]=[CH:46][CH:47]=1)[NH2:44].C(N(C(C)C)CC)(C)C, predict the reaction product. The product is: [CH3:1][O:2][C:3]1[CH:4]=[C:5]([NH:13][C:14]([NH:44][C:43]2[CH:45]=[CH:46][CH:47]=[C:41]([S:40][C:28]3[C:27]4[C:32](=[CH:33][C:34]([O:35][CH2:36][CH2:37][O:38][CH3:39])=[C:25]([O:24][CH3:23])[CH:26]=4)[N:31]=[CH:30][N:29]=3)[CH:42]=2)=[O:22])[CH:6]=[CH:7][C:8]=1[C:9]([F:10])([F:11])[F:12]. (2) Given the reactants [N:1]1([C:7]2[CH:20]=[CH:19][C:10]([C:11]([C:13]3[CH:18]=[CH:17][CH:16]=[CH:15][CH:14]=3)=[O:12])=[CH:9][CH:8]=2)[CH2:6][CH2:5][NH:4][CH2:3][CH2:2]1.CN(C)C=O.[C:26]1(C)C(C)=CC=C[CH:31]=1.[C-]#[C-].[Na+].[Na+], predict the reaction product. The product is: [C:13]1([C:11]([C:10]2[CH:9]=[CH:8][C:7]([N:1]3[CH2:6][CH2:5][NH:4][CH2:3][CH2:2]3)=[CH:20][CH:19]=2)([OH:12])[C:26]#[CH:31])[CH:18]=[CH:17][CH:16]=[CH:15][CH:14]=1. (3) Given the reactants O=[N+]([O-])[O-].[O-][N+](=O)[O-].[O-][N+](=O)[O-].[O-][N+](=O)[O-].[O-][N+](=O)[O-].[O-:21][N+](=O)[O-].[Ce+4].[NH4+].[NH4+].[CH2:28]([O:30][C:31]([C:33]1[CH:37]=[CH:36][N:35]([CH:38]([CH3:40])[CH3:39])[C:34]=1[CH3:41])=[O:32])[CH3:29], predict the reaction product. The product is: [CH2:28]([O:30][C:31]([C:33]1[CH:37]=[CH:36][N:35]([CH:38]([CH3:40])[CH3:39])[C:34]=1[CH:41]=[O:21])=[O:32])[CH3:29]. (4) Given the reactants [C:1]([OH:12])(=O)/[CH:2]=[CH:3]/[CH2:4][CH2:5][CH2:6][CH2:7][CH2:8][CH2:9][CH3:10].[CH2:13]([N:15]([CH2:26][CH3:27])[CH2:16][CH2:17][NH:18][CH2:19][CH2:20][N:21]([CH2:24][CH3:25])[CH2:22][CH3:23])[CH3:14], predict the reaction product. The product is: [CH2:24]([N:21]([CH2:22][CH3:23])[CH2:20][CH2:19][N:18]([CH2:17][CH2:16][N:15]([CH2:26][CH3:27])[CH2:13][CH3:14])[C:1](=[O:12])/[CH:2]=[CH:3]/[CH2:4][CH2:5][CH2:6][CH2:7][CH2:8][CH2:9][CH3:10])[CH3:25]. (5) Given the reactants [CH3:1][C:2]1[CH:3]=[CH:4][C:5]([NH:11][CH2:12][CH2:13][C:14]([F:17])([F:16])[F:15])=[C:6]([CH:10]=1)[C:7]([OH:9])=O.CCN=C=NCCCN(C)C.C1C=CC2N(O)N=NC=2C=1.CCN(C(C)C)C(C)C.[CH3:48][C:49]([NH2:53])([C:51]#[CH:52])[CH3:50], predict the reaction product. The product is: [CH3:1][C:2]1[CH:3]=[CH:4][C:5]([NH:11][CH2:12][CH2:13][C:14]([F:17])([F:16])[F:15])=[C:6]([CH:10]=1)[C:7]([NH:53][C:49]([CH3:50])([C:51]#[CH:52])[CH3:48])=[O:9]. (6) The product is: [NH2:12][C:3]1[N:4]=[CH:5][C:6]([C:17]2[CH:18]=[CH:19][C:14]([OH:13])=[CH:15][CH:16]=2)=[C:7]([CH:8]2[CH2:10][CH2:9]2)[C:2]=1[C:7]1[CH:6]=[CH:5][C:23]([OH:26])=[CH:3][CH:2]=1. Given the reactants Br[C:2]1[C:3]([NH2:12])=[N:4][CH:5]=[C:6](Br)[C:7]=1[CH:8]1[CH2:10][CH2:9]1.[OH:13][C:14]1[CH:19]=[CH:18][C:17](B(O)O)=[CH:16][CH:15]=1.[C:23]([O-:26])([O-])=O.[K+].[K+], predict the reaction product. (7) Given the reactants [Br:1][C:2]1[CH:3]=[C:4]([OH:8])[CH:5]=[N:6][CH:7]=1.C1(P(C2C=CC=CC=2)C2C=CC=CC=2)C=CC=CC=1.[O:28]1[CH2:33][CH2:32][CH:31](O)[CH2:30][CH2:29]1.N(C(OCC)=O)=NC(OCC)=O, predict the reaction product. The product is: [Br:1][C:2]1[CH:7]=[N:6][CH:5]=[C:4]([O:8][CH:31]2[CH2:32][CH2:33][O:28][CH2:29][CH2:30]2)[CH:3]=1.